Dataset: Full USPTO retrosynthesis dataset with 1.9M reactions from patents (1976-2016). Task: Predict the reactants needed to synthesize the given product. (1) Given the product [C:25]([O:24][C:22](=[O:23])[CH2:21][O:1][CH2:2][C@@H:3]1[CH2:7][CH2:6][CH2:5][N:4]1[C:8]([O:10][CH2:11][C:12]1[CH:17]=[CH:16][CH:15]=[CH:14][CH:13]=1)=[O:9])([CH3:28])([CH3:27])[CH3:26], predict the reactants needed to synthesize it. The reactants are: [OH:1][CH2:2][C@@H:3]1[CH2:7][CH2:6][CH2:5][N:4]1[C:8]([O:10][CH2:11][C:12]1[CH:17]=[CH:16][CH:15]=[CH:14][CH:13]=1)=[O:9].[OH-].[Na+].Br[CH2:21][C:22]([O:24][C:25]([CH3:28])([CH3:27])[CH3:26])=[O:23].Cl. (2) The reactants are: [CH:1]1([CH2:4][O:5][C:6]2[CH:31]=[CH:30][C:9]([CH2:10][O:11][C:12]3[CH:20]=[CH:19][C:18]4[NH:17][C:16]5[CH:21]([CH2:24][C:25]([O:27]CC)=[O:26])[CH2:22][CH2:23][C:15]=5[C:14]=4[CH:13]=3)=[CH:8][C:7]=2[C:32]([F:35])([F:34])[F:33])[CH2:3][CH2:2]1.[Li+].[OH-]. Given the product [CH:1]1([CH2:4][O:5][C:6]2[CH:31]=[CH:30][C:9]([CH2:10][O:11][C:12]3[CH:20]=[CH:19][C:18]4[NH:17][C:16]5[CH:21]([CH2:24][C:25]([OH:27])=[O:26])[CH2:22][CH2:23][C:15]=5[C:14]=4[CH:13]=3)=[CH:8][C:7]=2[C:32]([F:35])([F:33])[F:34])[CH2:3][CH2:2]1, predict the reactants needed to synthesize it. (3) Given the product [F:1][C:2]1[CH:7]=[C:6]([NH:8][C:9]2[CH:14]=[CH:13][CH:12]=[CH:11][N:10]=2)[C:5]([NH2:15])=[CH:4][CH:3]=1, predict the reactants needed to synthesize it. The reactants are: [F:1][C:2]1[CH:3]=[CH:4][C:5]([N+:15]([O-])=O)=[C:6]([NH:8][C:9]2[CH:14]=[CH:13][CH:12]=[CH:11][N:10]=2)[CH:7]=1. (4) The reactants are: [CH2:1]([O:3][C:4](=[O:15])[CH2:5][C:6]1[CH:11]=[CH:10][C:9]([N+:12]([O-:14])=[O:13])=[CH:8][CH:7]=1)[CH3:2].[H-].[Na+].I[CH3:19]. Given the product [CH2:1]([O:3][C:4](=[O:15])[CH:5]([C:6]1[CH:11]=[CH:10][C:9]([N+:12]([O-:14])=[O:13])=[CH:8][CH:7]=1)[CH3:19])[CH3:2], predict the reactants needed to synthesize it. (5) Given the product [C:1]([O:5][C:6]([N:8]1[CH2:13][CH2:12][N:11]([C:14]2[N:19]=[CH:18][C:17]([C:20]3[N:25]4[CH:26]=[C:27]([C:29]([O:31][CH2:32][CH3:33])=[O:30])[N:28]=[C:24]4[C:23]([C:38]4[CH2:39][CH2:40][O:35][CH2:36][CH:37]=4)=[N:22][CH:21]=3)=[CH:16][CH:15]=2)[CH2:10][CH2:9]1)=[O:7])([CH3:4])([CH3:3])[CH3:2], predict the reactants needed to synthesize it. The reactants are: [C:1]([O:5][C:6]([N:8]1[CH2:13][CH2:12][N:11]([C:14]2[N:19]=[CH:18][C:17]([C:20]3[N:25]4[CH:26]=[C:27]([C:29]([O:31][CH2:32][CH3:33])=[O:30])[N:28]=[C:24]4[C:23](Cl)=[N:22][CH:21]=3)=[CH:16][CH:15]=2)[CH2:10][CH2:9]1)=[O:7])([CH3:4])([CH3:3])[CH3:2].[O:35]1[CH2:40][CH:39]=[C:38](B2OC(C)(C)C(C)(C)O2)[CH2:37][CH2:36]1.